The task is: Regression. Given a peptide amino acid sequence and an MHC pseudo amino acid sequence, predict their binding affinity value. This is MHC class I binding data.. This data is from Peptide-MHC class I binding affinity with 185,985 pairs from IEDB/IMGT. (1) The peptide sequence is AFDVFKEL. The MHC is H-2-Ld with pseudo-sequence H-2-Ld. The binding affinity (normalized) is 0. (2) The peptide sequence is VVLQQHSIAY. The MHC is HLA-A24:02 with pseudo-sequence HLA-A24:02. The binding affinity (normalized) is 0.0208. (3) The peptide sequence is KGPGELLWK. The MHC is Mamu-B6601 with pseudo-sequence Mamu-B6601. The binding affinity (normalized) is 0.528. (4) The peptide sequence is MTIDAEQL. The MHC is H-2-Db with pseudo-sequence H-2-Db. The binding affinity (normalized) is 0.